This data is from NCI-60 drug combinations with 297,098 pairs across 59 cell lines. The task is: Regression. Given two drug SMILES strings and cell line genomic features, predict the synergy score measuring deviation from expected non-interaction effect. (1) Drug 1: C1CC(=O)NC(=O)C1N2CC3=C(C2=O)C=CC=C3N. Drug 2: C1=CN(C(=O)N=C1N)C2C(C(C(O2)CO)O)O.Cl. Cell line: IGROV1. Synergy scores: CSS=22.2, Synergy_ZIP=-4.29, Synergy_Bliss=3.80, Synergy_Loewe=5.66, Synergy_HSA=5.70. (2) Drug 1: CCC1(CC2CC(C3=C(CCN(C2)C1)C4=CC=CC=C4N3)(C5=C(C=C6C(=C5)C78CCN9C7C(C=CC9)(C(C(C8N6C)(C(=O)OC)O)OC(=O)C)CC)OC)C(=O)OC)O.OS(=O)(=O)O. Drug 2: C1=CC=C(C=C1)NC(=O)CCCCCCC(=O)NO. Cell line: MALME-3M. Synergy scores: CSS=14.7, Synergy_ZIP=-6.44, Synergy_Bliss=-3.98, Synergy_Loewe=-3.18, Synergy_HSA=-3.30. (3) Drug 1: C1CCC(CC1)NC(=O)N(CCCl)N=O. Drug 2: CCN(CC)CCNC(=O)C1=C(NC(=C1C)C=C2C3=C(C=CC(=C3)F)NC2=O)C. Cell line: NCI/ADR-RES. Synergy scores: CSS=16.7, Synergy_ZIP=1.72, Synergy_Bliss=5.06, Synergy_Loewe=3.14, Synergy_HSA=2.93. (4) Drug 1: CCN(CC)CCNC(=O)C1=C(NC(=C1C)C=C2C3=C(C=CC(=C3)F)NC2=O)C. Drug 2: CC1C(C(CC(O1)OC2CC(OC(C2O)C)OC3=CC4=CC5=C(C(=O)C(C(C5)C(C(=O)C(C(C)O)O)OC)OC6CC(C(C(O6)C)O)OC7CC(C(C(O7)C)O)OC8CC(C(C(O8)C)O)(C)O)C(=C4C(=C3C)O)O)O)O. Cell line: NCI-H226. Synergy scores: CSS=18.8, Synergy_ZIP=2.49, Synergy_Bliss=1.81, Synergy_Loewe=-21.6, Synergy_HSA=-1.30. (5) Drug 1: CS(=O)(=O)CCNCC1=CC=C(O1)C2=CC3=C(C=C2)N=CN=C3NC4=CC(=C(C=C4)OCC5=CC(=CC=C5)F)Cl. Drug 2: CCC1(CC2CC(C3=C(CCN(C2)C1)C4=CC=CC=C4N3)(C5=C(C=C6C(=C5)C78CCN9C7C(C=CC9)(C(C(C8N6C)(C(=O)OC)O)OC(=O)C)CC)OC)C(=O)OC)O.OS(=O)(=O)O. Cell line: SF-268. Synergy scores: CSS=4.60, Synergy_ZIP=-2.68, Synergy_Bliss=-2.83, Synergy_Loewe=-10.4, Synergy_HSA=-3.79. (6) Drug 1: CC12CCC3C(C1CCC2=O)CC(=C)C4=CC(=O)C=CC34C. Drug 2: CC1=C(C=C(C=C1)NC(=O)C2=CC=C(C=C2)CN3CCN(CC3)C)NC4=NC=CC(=N4)C5=CN=CC=C5. Cell line: MCF7. Synergy scores: CSS=15.6, Synergy_ZIP=3.54, Synergy_Bliss=2.82, Synergy_Loewe=0.218, Synergy_HSA=-0.0946. (7) Drug 1: COC1=CC(=CC(=C1O)OC)C2C3C(COC3=O)C(C4=CC5=C(C=C24)OCO5)OC6C(C(C7C(O6)COC(O7)C8=CC=CS8)O)O. Drug 2: CC1=C(C(=CC=C1)Cl)NC(=O)C2=CN=C(S2)NC3=CC(=NC(=N3)C)N4CCN(CC4)CCO. Cell line: OVCAR3. Synergy scores: CSS=38.2, Synergy_ZIP=-1.91, Synergy_Bliss=0.961, Synergy_Loewe=2.14, Synergy_HSA=4.31. (8) Drug 2: C1=NC2=C(N=C(N=C2N1C3C(C(C(O3)CO)O)O)F)N. Cell line: A498. Synergy scores: CSS=32.1, Synergy_ZIP=2.58, Synergy_Bliss=2.07, Synergy_Loewe=-22.6, Synergy_HSA=1.37. Drug 1: C1=CC(=C2C(=C1NCCNCCO)C(=O)C3=C(C=CC(=C3C2=O)O)O)NCCNCCO. (9) Drug 1: C1=C(C(=O)NC(=O)N1)N(CCCl)CCCl. Drug 2: CCCS(=O)(=O)NC1=C(C(=C(C=C1)F)C(=O)C2=CNC3=C2C=C(C=N3)C4=CC=C(C=C4)Cl)F. Cell line: MOLT-4. Synergy scores: CSS=61.9, Synergy_ZIP=5.36, Synergy_Bliss=4.83, Synergy_Loewe=-6.77, Synergy_HSA=3.90.